Dataset: Forward reaction prediction with 1.9M reactions from USPTO patents (1976-2016). Task: Predict the product of the given reaction. The product is: [Cl:8][C:23]1[CH:22]=[N:21][C:20]2[N:16]([CH2:15][C:14]3[CH:13]=[CH:12][C:11]([O:10][CH3:9])=[CH:27][CH:26]=3)[N:17]=[CH:18][C:19]=2[C:24]=1[OH:25]. Given the reactants C1C(=O)N([Cl:8])C(=O)C1.[CH3:9][O:10][C:11]1[CH:27]=[CH:26][C:14]([CH2:15][N:16]2[C:20]3[N:21]=[CH:22][CH:23]=[C:24]([OH:25])[C:19]=3[CH:18]=[N:17]2)=[CH:13][CH:12]=1.O, predict the reaction product.